From a dataset of Forward reaction prediction with 1.9M reactions from USPTO patents (1976-2016). Predict the product of the given reaction. (1) Given the reactants [C:1]([O:6][CH:7]([CH2:21][CH3:22])[C:8]([F:20])([F:19])[C:9]([CH2:11][C:12]([F:18])([F:17])[S:13]([O-:16])(=[O:15])=[O:14])=[O:10])(=[O:5])[C:2]([CH3:4])=[CH2:3].[Na+].O.[Cl-].[C:26]1([S+:32]([C:39]2[CH:44]=[CH:43][CH:42]=[CH:41][CH:40]=2)[C:33]2[CH:38]=[CH:37][CH:36]=[CH:35][CH:34]=2)[CH:31]=[CH:30][CH:29]=[CH:28][CH:27]=1, predict the reaction product. The product is: [C:1]([O:6][CH:7]([CH2:21][CH3:22])[C:8]([F:20])([F:19])[C:9]([CH2:11][C:12]([F:17])([F:18])[S:13]([O-:16])(=[O:14])=[O:15])=[O:10])(=[O:5])[C:2]([CH3:4])=[CH2:3].[C:39]1([S+:32]([C:26]2[CH:27]=[CH:28][CH:29]=[CH:30][CH:31]=2)[C:33]2[CH:38]=[CH:37][CH:36]=[CH:35][CH:34]=2)[CH:40]=[CH:41][CH:42]=[CH:43][CH:44]=1. (2) The product is: [CH3:8][C:6]1[CH:5]=[CH:4][N:3]=[C:2]([C:9]#[N:10])[N:7]=1. Given the reactants Cl[C:2]1[N:7]=[C:6]([CH3:8])[CH:5]=[CH:4][N:3]=1.[C-:9]#[N:10].[Na+], predict the reaction product. (3) Given the reactants [NH2:1][C:2]1[CH:7]=[CH:6][N:5]([CH2:8][CH2:9][CH:10]([F:32])[CH2:11][N:12]2[CH:16]=[C:15]([C:17]([NH:19][CH2:20][C:21]3[CH:26]=[CH:25][CH:24]=[C:23]([O:27][C:28]([F:31])([F:30])[F:29])[CH:22]=3)=[O:18])[N:14]=[N:13]2)[C:4](=[O:33])[C:3]=1[F:34].[C:35]1([CH2:41][C:42](O)=[O:43])[CH:40]=[CH:39][CH:38]=[CH:37][CH:36]=1.C(P1(=O)OP(=O)(CCC)OP(=O)(CCC)O1)CC, predict the reaction product. The product is: [F:32][CH:10]([CH2:9][CH2:8][N:5]1[CH:6]=[CH:7][C:2]([NH:1][C:42](=[O:43])[CH2:41][C:35]2[CH:40]=[CH:39][CH:38]=[CH:37][CH:36]=2)=[C:3]([F:34])[C:4]1=[O:33])[CH2:11][N:12]1[CH:16]=[C:15]([C:17]([NH:19][CH2:20][C:21]2[CH:26]=[CH:25][CH:24]=[C:23]([O:27][C:28]([F:29])([F:30])[F:31])[CH:22]=2)=[O:18])[N:14]=[N:13]1. (4) Given the reactants [N:1]([Sn](C)(C)C)=[N+:2]=[N-:3].[C:8]([C:10]1[N:15]=[C:14]([C:16]2[N:20]3[CH:21]=[C:22]([F:25])[CH:23]=[CH:24][C:19]3=[N:18][CH:17]=2)[N:13]=[C:12]([NH:26][C@@H:27]2[CH2:32][CH2:31][CH2:30][N:29]([C:33]([O:35][C:36]([CH3:39])([CH3:38])[CH3:37])=[O:34])[CH2:28]2)[CH:11]=1)#[N:9], predict the reaction product. The product is: [F:25][C:22]1[CH:23]=[CH:24][C:19]2[N:20]([C:16]([C:14]3[N:13]=[C:12]([NH:26][C@@H:27]4[CH2:32][CH2:31][CH2:30][N:29]([C:33]([O:35][C:36]([CH3:37])([CH3:39])[CH3:38])=[O:34])[CH2:28]4)[CH:11]=[C:10]([C:8]4[N:1]=[N:2][NH:3][N:9]=4)[N:15]=3)=[CH:17][N:18]=2)[CH:21]=1. (5) Given the reactants [CH3:1][C@@H:2]1[CH2:11][C:10]2[C:5](=[CH:6][CH:7]=[C:8]([CH:12]3[CH2:14][O:13]3)[CH:9]=2)[C:4](=[O:15])[O:3]1.BrC1C=C2C(=CC=1)C(=O)O[C@@H](C)C2, predict the reaction product. The product is: [CH3:1][C@H:2]1[CH2:11][C:10]2[C:5](=[CH:6][CH:7]=[C:8]([CH:12]3[CH2:14][O:13]3)[CH:9]=2)[C:4](=[O:15])[O:3]1. (6) Given the reactants [F:1][C:2]1[CH:3]=[C:4](/[CH:9]=[CH:10]/[C:11](N(OC)C)=[O:12])[CH:5]=[CH:6][C:7]=1[F:8].[H-].C([Al+]CC(C)C)C(C)C.C1(C)C=CC=CC=1, predict the reaction product. The product is: [F:1][C:2]1[CH:3]=[C:4](/[CH:9]=[CH:10]/[CH:11]=[O:12])[CH:5]=[CH:6][C:7]=1[F:8]. (7) Given the reactants [F:1][C:2]1[CH:7]=[CH:6][C:5]([N:8]2[C:12](=[O:13])[CH:11]=[C:10]([CH3:14])[NH:9]2)=[CH:4][CH:3]=1.[OH-].[Ca+2].[OH-].Cl[C:19]([O:21][CH2:22][C:23]1[CH:28]=[CH:27][CH:26]=[CH:25][CH:24]=1)=[O:20].Cl, predict the reaction product. The product is: [CH2:22]([O:21][C:19]([C:11]1[C:12](=[O:13])[N:8]([C:5]2[CH:4]=[CH:3][C:2]([F:1])=[CH:7][CH:6]=2)[NH:9][C:10]=1[CH3:14])=[O:20])[C:23]1[CH:28]=[CH:27][CH:26]=[CH:25][CH:24]=1.